From a dataset of Experimentally validated miRNA-target interactions with 360,000+ pairs, plus equal number of negative samples. Binary Classification. Given a miRNA mature sequence and a target amino acid sequence, predict their likelihood of interaction. (1) The miRNA is hsa-miR-519e-3p with sequence AAGUGCCUCCUUUUAGAGUGUU. The protein sequence of the target gene is MSSYQKELEKYRDIDEDEILRTLSPEELEQLDCELQEMDPENMLLPAGLRQRDQTKKSPTGPLDREALLQYLEQQALEVKERDDLVPFTGEKKGKPYIQPKREIPAEEQITLEPELEEALAHATDAEMCDIAAILDMYTLMSNKQYYDALCSGEICNTEGISSVVQPDKYKPVPDEPPNPTNIEEILKRVRSNDKELEEVNLNNIQDIPIPMLSELCEAMKANTYVRSFSLVATRSGDPIANAVADMLRENRSLQSLNIESNFISSTGLMAVLKAVRENATLTELRVDNQRQWPGDAVEM.... Result: 0 (no interaction). (2) The miRNA is dre-miR-206-3p with sequence UGGAAUGUAAGGAAGUGUGUGG. The protein sequence of the target gene is MGHQQLYWSHPRKFGQGSRSCRVCSNRHGLIRKYGLNMCRQCFRQYAKDIGFIKLD. Result: 0 (no interaction). (3) The miRNA is hsa-miR-4699-3p with sequence AAUUUACUCUGCAAUCUUCUCC. The protein sequence of the target gene is MAKFRRRTCILLSLFILFIFSLMMGLKMLWPNAASFGPPFGLDLLPELHPLNAHSGNKADFQRSDRINMETNTKALKGAGMTVLPAKASEVNLEELPPLNYFLHAFYYSWYGNPQFDGKYIHWNHPVLEHWDPRIAKNYPQGQHSPPDDIGSSFYPELGSYSSRDPSVIETHMKQMRSASIGVLALSWYPPDSRDDNGEATDHLVPTILDKAHKYNLKVTFHIEPYSNRDDQNMHQNIKYIIDKYGNHPAFYRYKTRTGHSLPMFYVYDSYITKPTIWANLLTPSGSQSVRSSPYDGLFI.... Result: 0 (no interaction). (4) The miRNA is hsa-miR-6514-3p with sequence CUGCCUGUUCUUCCACUCCAG. The protein sequence of the target gene is MAVAGAAYREPLVHWCTQQLQKTFALDVSEEIIQYVLSIENAEEIREYVTDLLQGNEGKKGQFIEDLITKWQKNDQEFISDSFQQCLRKDEILDGQRSVDQLKRSRRKGRNKQEVPAFPEPDVAVEVKTPLDLAKAQESNNSVKKKTRFVNLYTREGQDKLAVLLPGRHPCDCLGQKHKLINNCLVCGRIVCEQEGSGPCLFCGSLVCTNEEQDILQRDSNKSQKLLKKLMSGAETSGKVDVSTKDLLPHQESRMKSGLEKAIKHKEKLLEFDRTSIRRTQVIDDESDYFASDSNQWLSK.... Result: 0 (no interaction). (5) The miRNA is mmu-miR-181a-5p with sequence AACAUUCAACGCUGUCGGUGAGU. The protein sequence of the target gene is MVRKPVVATISKGGYLQGNMSGRLPSMGDQEPPGQEKVVLKKKITLLRGVSIIIGTVIGSGIFISPKGILQNTGSVGMSLVFWSACGVLSLFGALSYAELGTSIKKSGGHYTYILEVFGPLLAFVRVWVELLVIRPGATAVISLAFGRYILEPFFIQCEIPELAIKLVTAVGITVVMVLNSTSVSWSARIQIFLTFCKLTAILIIIVPGVIQLIKGQTHHFKDAFSGRDTSLMGLPLAFYYGMYAYAGWFYLNFITEEVDNPEKTIPLAICISMAIITVGYVLTNVAYFTTISAEELLQS.... Result: 1 (interaction). (6) The miRNA is hsa-miR-5006-3p with sequence UUUCCCUUUCCAUCCUGGCAG. The protein sequence of the target gene is MEPGTNSFRVEFPDFSSTILQKLNQQRQQGQLCDVSIVVQGHIFRAHKAVLAASSPYFCDQVLLKNSRRIVLPDVMNPRVFENILLSSYTGRLVMPAPEIVSYLTAASFLQMWHVVDKCTEVLEGNPTVLCQKLNHGSDHQSPSSSSYNGLVESFELGSGGHTDFPKAQELRDGENEEESTKDELSSQLTEHEYLPSNSSTEHDRLSTEMASQDGEEGASDSAEFHYTRPMYSKPSIMAHKRWIHVKPERLEQACEGMDVHATYDEHQVTESINTVQTEHTVQPSGVEEDFHIGEKKVEA.... Result: 1 (interaction). (7) The miRNA is hsa-miR-623 with sequence AUCCCUUGCAGGGGCUGUUGGGU. The protein sequence of the target gene is MAATVATAAAVAPAPAPGTDSASSVHWFRKGLRLHDNPALLAAVRGARCVRCVYILDPWFAASSSVGINRWRFLLQSLEDLDTSLRKLNSRLFVVRGQPADVFPRLFKEWGVTRLTFEYDSEPFGKERDAAIMKMAKEAGVEVVTENSHTLYDLDRIIELNGQKPPLTYKRFQAIISRMELPKKPVGLVTSQQMESCRAEIQENHDETYGVPSLEELGFPTEGLGPAVWQGGETEALARLDKHLERKAWVANYERPRMNANSLLASPTGLSPYLRFGCLSCRLFYYRLWDLYKKVKRNST.... Result: 0 (no interaction). (8) The miRNA is hsa-miR-4477b with sequence AUUAAGGACAUUUGUGAUUGAU. The protein sequence of the target gene is MNNTAASPMSTATSSSGRSTGKSISFATELQSMMYSLGDARRPLHETAVLVEDVVHTQLINLLQQAAEVSQLRGARVITPEDLLFLMRKDKKKLRRLLKYMFIRDYKSKIVKGIDEDDLLEDKLSGSNNANKRQKIAQDFLNSIDQTGELLAMFEDDEIDEVKQERMERAERQTRIMDSAQYAEFCESRQLSFSKKASKFRDWLDCSSMEIKPNVVAMEILAYLAYETVAQLVDLALLVRQDMVTKAGDPFSHAISATFIQYHNSAESTAACGVEAHSDAIQPCHIREAIRRYSHRIGPL.... Result: 0 (no interaction). (9) The miRNA is cel-miR-34-5p with sequence AGGCAGUGUGGUUAGCUGGUUG. The protein sequence of the target gene is MSCTRMIQVLDPRPLTSSVMPVDVAMRLCLAHSPPVKSFLGPYDEFQRRHFVNKLKPLKSCLNIKHKAKSQNDWKCSHNQAKKRVVFADSKGLSLTAIHVFSDLPEEPAWDLQFDLLDLNDISSALKHHEEKNLILDFPQPSTDYLSFRSHFQKNFVCLENCSLQERTVTGTVKVKNVSFEKKVQIRITFDSWKNYTDVDCVYMKNVYGGTDSDTFSFAIDLPPVIPTEQKIEFCISYHANGQVFWDNNDGQNYRIVHVQWKPDGVQTQMAPQDCAFHQTSPKTELESTIFGSPRLASGL.... Result: 0 (no interaction).